Dataset: Forward reaction prediction with 1.9M reactions from USPTO patents (1976-2016). Task: Predict the product of the given reaction. (1) Given the reactants [Cl:1][C:2]1[CH:3]=[C:4]([NH:23][CH2:24][C:25]2[N:26]=[N:27][N:28]([CH:30]3[CH2:35][CH2:34][NH:33][CH2:32][CH2:31]3)[CH:29]=2)[CH:5]=[C:6]2[C:11]=1[N:10]=[CH:9][C:8]([C:12]#[N:13])=[C:7]2[NH:14][C:15]1[CH:20]=[CH:19][C:18]([F:21])=[C:17]([Cl:22])[CH:16]=1.ClC(Cl)C.[C:40]1(=O)[CH2:43][CH2:42][CH2:41]1.C(O[BH-](OC(=O)C)OC(=O)C)(=O)C.[Na+], predict the reaction product. The product is: [Cl:1][C:2]1[CH:3]=[C:4]([NH:23][CH2:24][C:25]2[N:26]=[N:27][N:28]([CH:30]3[CH2:35][CH2:34][N:33]([CH:40]4[CH2:43][CH2:42][CH2:41]4)[CH2:32][CH2:31]3)[CH:29]=2)[CH:5]=[C:6]2[C:11]=1[N:10]=[CH:9][C:8]([C:12]#[N:13])=[C:7]2[NH:14][C:15]1[CH:20]=[CH:19][C:18]([F:21])=[C:17]([Cl:22])[CH:16]=1. (2) Given the reactants [NH2:1][C:2]1[N:7]=[CH:6][N:5]=[C:4]2[N:8]([CH:32]3[CH2:37][CH2:36][NH:35][CH2:34][CH2:33]3)[N:9]=[C:10]([C:11]3[CH:16]=[CH:15][C:14]([NH:17][C:18]([C:20]4[N:21]([CH3:29])[C:22]5[C:27]([CH:28]=4)=[CH:26][CH:25]=[CH:24][CH:23]=5)=[O:19])=[C:13]([O:30][CH3:31])[CH:12]=3)[C:3]=12.[NH:38]1[CH:42]=[C:41]([CH:43]=O)[N:40]=[CH:39]1.[C:45]([O:48][BH-]([O:48][C:45](=[O:47])[CH3:46])[O:48][C:45](=[O:47])[CH3:46])(=[O:47])[CH3:46].[Na+].[C:59]([OH:62])(=[O:61])[CH3:60].C(=O)(O)[O-].[Na+], predict the reaction product. The product is: [C:45]([OH:48])(=[O:47])[CH3:46].[C:59]([OH:62])(=[O:61])[CH3:60].[NH2:1][C:2]1[N:7]=[CH:6][N:5]=[C:4]2[N:8]([CH:32]3[CH2:37][CH2:36][N:35]([CH2:43][C:41]4[N:40]=[CH:39][NH:38][CH:42]=4)[CH2:34][CH2:33]3)[N:9]=[C:10]([C:11]3[CH:16]=[CH:15][C:14]([NH:17][C:18]([C:20]4[N:21]([CH3:29])[C:22]5[C:27]([CH:28]=4)=[CH:26][CH:25]=[CH:24][CH:23]=5)=[O:19])=[C:13]([O:30][CH3:31])[CH:12]=3)[C:3]=12. (3) Given the reactants CC(C)(C)[C@H](NC1C=CC=C(C(F)(F)F)C=1)C([N:6]1[CH2:11][C@H:10]2[C@H:8]([C:9]2([CH3:13])[CH3:12])[C@H:7]1[C:14]([OH:16])=O)=O.Cl[NH:31]C(CC1CCC1)C(=O)C(N)=O.Cl.C(N=C=NCCCN(C)C)C.O.ON1C2C=CC=CC=2N=N1.CN1CCOCC1.OS([O-])(=O)=O.[K+], predict the reaction product. The product is: [CH3:13][C:9]1([CH3:12])[CH:8]2[CH:10]1[CH2:11][NH:6][CH:7]2[C:14]([NH2:31])=[O:16]. (4) Given the reactants [CH2:1]1[C:10]2[CH:9]=[CH:8][CH:7]=[C:6]([OH:11])[C:5]=2[CH2:4][CH2:3][CH2:2]1.[CH3:12]OS(OC)(=O)=O.C([O-])([O-])=O.[K+].[K+], predict the reaction product. The product is: [CH3:12][O:11][C:6]1[CH:7]=[CH:8][CH:9]=[C:10]2[C:5]=1[CH2:4][CH2:3][CH2:2][CH2:1]2. (5) Given the reactants [C:1]([C:5]1[CH:14]=[CH:13][C:8]([C:9]([O:11][CH3:12])=[O:10])=[C:7]([OH:15])[CH:6]=1)([CH3:4])([CH3:3])[CH3:2].[C:16]([NH:23][CH2:24][CH2:25][CH2:26]Br)([O:18][C:19]([CH3:22])([CH3:21])[CH3:20])=[O:17].[I-].[K+], predict the reaction product. The product is: [C:19]([O:18][C:16]([NH:23][CH2:24][CH2:25][CH2:26][O:15][C:7]1[CH:6]=[C:5]([C:1]([CH3:4])([CH3:2])[CH3:3])[CH:14]=[CH:13][C:8]=1[C:9]([O:11][CH3:12])=[O:10])=[O:17])([CH3:22])([CH3:21])[CH3:20]. (6) Given the reactants [O:1]=[C:2]1[NH:11][C:10]2[C:5](=[CH:6][C:7]([O:15][CH2:16][CH:17]3[CH2:21][CH2:20][O:19][CH2:18]3)=[C:8]([C:12]([OH:14])=O)[CH:9]=2)[N:4]2[C:22]([CH:25]3[CH2:30][CH2:29][O:28][CH2:27][CH2:26]3)=[N:23][CH:24]=[C:3]12.[Br:31][C:32]1[CH:33]=[C:34]2[CH2:40][CH2:39][NH:38][C:35]2=[N:36][CH:37]=1.C(N(CC)C(C)C)(C)C.CN(C(ON1N=NC2C=CC=NC1=2)=[N+](C)C)C.F[P-](F)(F)(F)(F)F.C(=O)([O-])O.[Na+], predict the reaction product. The product is: [Br:31][C:32]1[CH:33]=[C:34]2[CH2:40][CH2:39][N:38]([C:12]([C:8]3[CH:9]=[C:10]4[C:5](=[CH:6][C:7]=3[O:15][CH2:16][CH:17]3[CH2:21][CH2:20][O:19][CH2:18]3)[N:4]3[C:22]([CH:25]5[CH2:26][CH2:27][O:28][CH2:29][CH2:30]5)=[N:23][CH:24]=[C:3]3[C:2](=[O:1])[NH:11]4)=[O:14])[C:35]2=[N:36][CH:37]=1.